This data is from Reaction yield outcomes from USPTO patents with 853,638 reactions. The task is: Predict the reaction yield, written as a fraction of the theoretical maximum amount of product (1.0 means a 100% yield; for example, 0.34 means a 34% yield). (1) The reactants are [CH:1]1([CH2:4][OH:5])[CH2:3][CH2:2]1.[Li]CCCC.[Si:11](Cl)([CH3:14])([CH3:13])[CH3:12]. The catalyst is CCOCC. The product is [CH:1]1([CH2:4][O:5][Si:11]([CH3:14])([CH3:13])[CH3:12])[CH2:3][CH2:2]1. The yield is 0.800. (2) The reactants are FC(F)(F)S(O[C:7]1[CH:15]=[CH:14][CH:13]=[C:12]2[C:8]=1[CH:9]=[C:10]([CH3:16])[NH:11]2)(=O)=O.B1(B2OC(C)(C)C(C)(C)O2)OC(C)(C)C(C)(C)O1.C([O-])(=O)C.[K+].Cl[C:43]1[N:48]=[C:47]([N:49]2[CH2:54][CH2:53][O:52][CH2:51][C@H:50]2[CH3:55])[CH:46]=[C:45]([C:56]2([S:59]([CH3:62])(=[O:61])=[O:60])[CH2:58][CH2:57]2)[N:44]=1.C(=O)([O-])[O-].[Na+].[Na+]. The catalyst is O1CCOCC1.C1C=CC(P(C2C=CC=CC=2)[C-]2C=CC=C2)=CC=1.C1C=CC(P(C2C=CC=CC=2)[C-]2C=CC=C2)=CC=1.Cl[Pd]Cl.[Fe+2].C1(P(C2C=CC=CC=2)[C-]2C=CC=C2)C=CC=CC=1.[C-]1(P(C2C=CC=CC=2)C2C=CC=CC=2)C=CC=C1.[Fe+2].C1C=CC([P]([Pd]([P](C2C=CC=CC=2)(C2C=CC=CC=2)C2C=CC=CC=2)([P](C2C=CC=CC=2)(C2C=CC=CC=2)C2C=CC=CC=2)[P](C2C=CC=CC=2)(C2C=CC=CC=2)C2C=CC=CC=2)(C2C=CC=CC=2)C2C=CC=CC=2)=CC=1. The product is [CH3:16][C:10]1[NH:11][C:12]2[C:8]([CH:9]=1)=[C:7]([C:43]1[N:48]=[C:47]([N:49]3[CH2:54][CH2:53][O:52][CH2:51][C@H:50]3[CH3:55])[CH:46]=[C:45]([C:56]3([S:59]([CH3:62])(=[O:60])=[O:61])[CH2:57][CH2:58]3)[N:44]=1)[CH:15]=[CH:14][CH:13]=2. The yield is 0.220. (3) The product is [CH2:27]([O:30][CH:31]1[CH2:36][CH2:35][N:34]([C:37]2[N:41]3[CH:42]=[C:43]([O:46][C@H:47]4[C:56]5[C:51](=[CH:52][CH:53]=[CH:54][CH:55]=5)[C@@H:50]([NH:57][C:5]([NH:6][C:7]5[N:8]([C:16]6[CH:21]=[CH:20][C:19]([CH2:22][OH:23])=[CH:18][CH:17]=6)[N:9]=[C:10]([C:12]([CH3:14])([CH3:15])[CH3:13])[CH:11]=5)=[O:24])[CH2:49][CH2:48]4)[CH:44]=[CH:45][C:40]3=[N:39][N:38]=2)[CH2:33][CH2:32]1)[CH:28]=[CH2:29]. The yield is 0.650. The reactants are ClC(Cl)(Cl)CO[C:5](=[O:24])[NH:6][C:7]1[N:8]([C:16]2[CH:21]=[CH:20][C:19]([CH2:22][OH:23])=[CH:18][CH:17]=2)[N:9]=[C:10]([C:12]([CH3:15])([CH3:14])[CH3:13])[CH:11]=1.[CH2:27]([O:30][CH:31]1[CH2:36][CH2:35][N:34]([C:37]2[N:41]3[CH:42]=[C:43]([O:46][C@H:47]4[C:56]5[C:51](=[CH:52][CH:53]=[CH:54][CH:55]=5)[C@@H:50]([NH2:57])[CH2:49][CH2:48]4)[CH:44]=[CH:45][C:40]3=[N:39][N:38]=2)[CH2:33][CH2:32]1)[CH:28]=[CH2:29].CCN(C(C)C)C(C)C. The catalyst is O1CCOCC1. (4) The reactants are C([O:3][C:4]1[C:5](=O)[CH:6]([C:10](=O)[C:11]([O:13][CH2:14][CH3:15])=[O:12])[CH2:7][CH2:8][CH:9]=1)C.O.[NH2:19][NH2:20]. The catalyst is C(O)C. The product is [O:3]=[C:4]1[C:5]2[NH:20][N:19]=[C:10]([C:11]([O:13][CH2:14][CH3:15])=[O:12])[C:6]=2[CH2:7][CH2:8][CH2:9]1. The yield is 0.700. (5) The reactants are B(Br)(Br)Br.[C:5]12([NH:15][CH2:16][C:17]3[NH:21][C:20]4[CH:22]=[C:23]([O:26]C)[CH:24]=[CH:25][C:19]=4[N:18]=3)[CH2:14][CH:9]3[CH2:10][CH:11]([CH2:13][CH:7]([CH2:8]3)[CH2:6]1)[CH2:12]2. No catalyst specified. The product is [C:5]12([NH:15][CH2:16][C:17]3[NH:21][C:20]4[CH:22]=[C:23]([OH:26])[CH:24]=[CH:25][C:19]=4[N:18]=3)[CH2:14][CH:9]3[CH2:8][CH:7]([CH2:13][CH:11]([CH2:10]3)[CH2:12]1)[CH2:6]2. The yield is 0.860.